This data is from Forward reaction prediction with 1.9M reactions from USPTO patents (1976-2016). The task is: Predict the product of the given reaction. The product is: [CH3:33][N:34]1[C:38]([CH3:39])=[C:37]([C:2]2[N:11]=[C:10]([O:12][CH2:13][C@H:14]3[O:19][CH2:18][CH2:17][N:16]([C:20]([O:22][C:23]([CH3:26])([CH3:25])[CH3:24])=[O:21])[CH2:15]3)[C:5]3=[N:6][CH:7]=[CH:8][N:9]=[C:4]3[CH:3]=2)[CH:36]=[N:35]1. Given the reactants Cl[C:2]1[N:11]=[C:10]([O:12][CH2:13][C@H:14]2[O:19][CH2:18][CH2:17][N:16]([C:20]([O:22][C:23]([CH3:26])([CH3:25])[CH3:24])=[O:21])[CH2:15]2)[C:5]2=[N:6][CH:7]=[CH:8][N:9]=[C:4]2[CH:3]=1.C(=O)([O-])[O-].[Cs+].[Cs+].[CH3:33][N:34]1[C:38]([CH3:39])=[C:37](B2OC(C)(C)C(C)(C)O2)[CH:36]=[N:35]1.[B], predict the reaction product.